This data is from Cav3 T-type calcium channel HTS with 100,875 compounds. The task is: Binary Classification. Given a drug SMILES string, predict its activity (active/inactive) in a high-throughput screening assay against a specified biological target. (1) The molecule is FC(F)(F)c1cc(NC(=O)c2nc(Nc3oc4c(n3)cccc4)ncc2C)ccc1. The result is 1 (active). (2) The compound is O1C2=C(C(C(=C1N)C#N)c1ccoc1)CCC\C2=C\c1ccoc1. The result is 0 (inactive). (3) The drug is O=c1n(CCCC(=O)Nc2ccc(OC)cc2)c(=O)[nH]c2c1cccc2. The result is 0 (inactive). (4) The drug is s1c2c(CCCC2)c(c1NC(=O)C1Oc2c(OC1)cccc2)C(=O)NCC. The result is 0 (inactive). (5) The drug is o1n2c(=NC(=O)C(/C2=N)=C\c2cc(OC)c(OCCOc3ccc(cc3)C)cc2)cc1C. The result is 0 (inactive). (6) The drug is O=C1N(C(C)C)c2c(/C1=N\NC(=O)c1n[nH]c(c1)C)cccc2. The result is 0 (inactive). (7) The drug is O=C(Nc1c(cccc1)C)C(c1cc(ccc1)C(=O)c1ccccc1)C. The result is 0 (inactive).